From a dataset of Forward reaction prediction with 1.9M reactions from USPTO patents (1976-2016). Predict the product of the given reaction. (1) Given the reactants [CH:1]1(/[CH:6]=[CH:7]/[C:8]([OH:10])=O)[CH2:5][CH2:4][CH2:3][CH2:2]1.C(Cl)(=O)C([Cl:14])=O, predict the reaction product. The product is: [CH:1]1(/[CH:6]=[CH:7]/[C:8]([Cl:14])=[O:10])[CH2:5][CH2:4][CH2:3][CH2:2]1. (2) Given the reactants [NH2:1][C:2]1[C:3]([S:30][C:31]2[CH:36]=[CH:35][C:34]([Cl:37])=[CH:33][CH:32]=2)=[CH:4][C:5]([NH:19][S:20]([C:23]2[CH:28]=[CH:27][C:26]([CH3:29])=[CH:25][CH:24]=2)(=[O:22])=[O:21])=[C:6]([NH:8][S:9]([C:12]2[CH:17]=[CH:16][C:15]([CH3:18])=[CH:14][CH:13]=2)(=[O:11])=[O:10])[CH:7]=1.[CH3:38][C:39](OC(C)=O)=[O:40], predict the reaction product. The product is: [Cl:37][C:34]1[CH:33]=[CH:32][C:31]([S:30][C:3]2[CH:4]=[C:5]([NH:19][S:20]([C:23]3[CH:28]=[CH:27][C:26]([CH3:29])=[CH:25][CH:24]=3)(=[O:21])=[O:22])[C:6]([NH:8][S:9]([C:12]3[CH:13]=[CH:14][C:15]([CH3:18])=[CH:16][CH:17]=3)(=[O:10])=[O:11])=[CH:7][C:2]=2[NH:1][C:39](=[O:40])[CH3:38])=[CH:36][CH:35]=1. (3) Given the reactants Cl[C:2]([O:4][CH2:5][C:6]1[CH:11]=[CH:10][CH:9]=[CH:8][CH:7]=1)=[O:3].[Br:12][C:13]1[CH:18]=[CH:17][C:16]([CH2:19][CH2:20][NH:21][CH3:22])=[CH:15][CH:14]=1.C(N(CC)CC)C, predict the reaction product. The product is: [Br:12][C:13]1[CH:14]=[CH:15][C:16]([CH2:19][CH2:20][N:21]([CH3:22])[C:2](=[O:3])[O:4][CH2:5][C:6]2[CH:11]=[CH:10][CH:9]=[CH:8][CH:7]=2)=[CH:17][CH:18]=1. (4) Given the reactants Cl[C:2]1[C:7]([C:8]#[N:9])=[CH:6][CH:5]=[CH:4][N:3]=1.[CH3:10][O:11][C:12]1[CH:17]=[CH:16][CH:15]=[CH:14][C:13]=1B(O)O.C(O)(C)C.C(=O)([O-])[O-].[Na+].[Na+], predict the reaction product. The product is: [CH3:10][O:11][C:12]1[CH:17]=[CH:16][CH:15]=[CH:14][C:13]=1[C:2]1[N:3]=[CH:4][CH:5]=[CH:6][C:7]=1[C:8]#[N:9]. (5) Given the reactants [C:14]1(P([C:14]2[CH:19]=[CH:18][CH:17]=[CH:16][CH:15]=2)[C:14]2[CH:19]=[CH:18][CH:17]=[CH:16][CH:15]=2)[CH:19]=[CH:18][CH:17]=[CH:16][CH:15]=1.N([C:28]([O:30][CH:31]([CH3:33])C)=[O:29])=N[C:28]([O:30][CH:31](C)[CH3:33])=[O:29].C1C[O:37][CH2:36]C1, predict the reaction product. The product is: [CH2:31]([O:30][C:28](=[O:29])[CH2:36][O:37][C:14]1[CH:15]=[CH:16][CH:17]=[CH:18][CH:19]=1)[CH3:33]. (6) Given the reactants [C:1]([N:8]1[CH2:13][CH2:12][CH:11]([OH:14])[CH2:10][CH2:9]1)(OC(C)(C)C)=O.C(O)(C(F)(F)F)=O.BrC[CH2:24][O:25][C:26]1[C:31]([O:32][CH2:33][CH2:34][CH:35]([C:37]2[CH:42]=[CH:41][C:40]([F:43])=[CH:39][CH:38]=2)[CH3:36])=[C:30]([O:44][CH3:45])[C:29]([Cl:46])=[C:28]([CH3:47])[C:27]=1[C:48](=[O:50])[CH3:49].C([O-])([O-])=O.[Cs+].[Cs+], predict the reaction product. The product is: [Cl:46][C:29]1[C:28]([CH3:47])=[C:27]([C:48](=[O:50])[CH3:49])[C:26]([O:25][CH2:24][CH2:1][N:8]2[CH2:9][CH2:10][CH:11]([OH:14])[CH2:12][CH2:13]2)=[C:31]([O:32][CH2:33][CH2:34][CH:35]([C:37]2[CH:42]=[CH:41][C:40]([F:43])=[CH:39][CH:38]=2)[CH3:36])[C:30]=1[O:44][CH3:45]. (7) Given the reactants [N:1]1[CH:6]=[CH:5][CH:4]=[CH:3][C:2]=1[CH2:7][OH:8].C1N=CN([C:14](N2C=NC=C2)=[O:15])C=1.[C:21]([O:25][C:26](=[O:51])[NH:27][C:28]1[C:29]([NH:40][C:41](=[O:50])[C:42]2[CH:47]=[CH:46][C:45]([CH2:48][NH2:49])=[CH:44][CH:43]=2)=[N:30][C:31]([C:34]2[CH:39]=[CH:38][CH:37]=[CH:36][CH:35]=2)=[CH:32][CH:33]=1)([CH3:24])([CH3:23])[CH3:22].C1CCN2C(=NCCC2)CC1, predict the reaction product. The product is: [N:1]1[CH:6]=[CH:5][CH:4]=[CH:3][C:2]=1[CH2:7][O:8][C:14](=[O:15])[NH:49][CH2:48][C:45]1[CH:44]=[CH:43][C:42]([C:41]([NH:40][C:29]2[C:28]([NH:27][C:26]([O:25][C:21]([CH3:24])([CH3:22])[CH3:23])=[O:51])=[CH:33][CH:32]=[C:31]([C:34]3[CH:39]=[CH:38][CH:37]=[CH:36][CH:35]=3)[N:30]=2)=[O:50])=[CH:47][CH:46]=1. (8) Given the reactants F[C:2]1[CH:7]=[CH:6][C:5]([C:8]2[S:12][C:11]([NH:13][C:14](=[O:16])[CH3:15])=[N:10][C:9]=2[CH3:17])=[CH:4][C:3]=1[S:18]([CH3:21])(=[O:20])=[O:19].[Cl:22]C1C=CC(CC(=O)C)=CC=1, predict the reaction product. The product is: [Cl:22][C:2]1[CH:7]=[CH:6][C:5]([C:8]2[S:12][C:11]([NH:13][C:14](=[O:16])[CH3:15])=[N:10][C:9]=2[CH3:17])=[CH:4][C:3]=1[S:18]([CH3:21])(=[O:20])=[O:19]. (9) Given the reactants Br[C:2]1[CH:3]=[CH:4][C:5]([O:10][Si](C(C)C)(C(C)C)C(C)C)=[C:6]([CH:9]=1)[CH:7]=[O:8].[C:21]([C:23]1[CH:28]=[CH:27][C:26](B(O)O)=[CH:25][CH:24]=1)#[N:22].C(=O)([O-])[O-].[K+].[K+], predict the reaction product. The product is: [CH:7]([C:6]1[CH:9]=[C:2]([C:26]2[CH:27]=[CH:28][C:23]([C:21]#[N:22])=[CH:24][CH:25]=2)[CH:3]=[CH:4][C:5]=1[OH:10])=[O:8].